From a dataset of Forward reaction prediction with 1.9M reactions from USPTO patents (1976-2016). Predict the product of the given reaction. Given the reactants [NH2:1][CH2:2][CH2:3][N:4]1[CH2:9][CH2:8][NH:7][CH2:6][CH2:5]1.[NH:10]1[C:18]2[C:13](=[CH:14][C:15]([NH:19][C:20]3[C:21]4[S:28][C:27]([C:29]5[CH:36]=[CH:35][C:32]([CH:33]=O)=[CH:31][CH:30]=5)=[CH:26][C:22]=4[N:23]=[CH:24][N:25]=3)=[CH:16][CH:17]=2)[CH:12]=[CH:11]1, predict the reaction product. The product is: [NH:10]1[C:18]2[C:13](=[CH:14][C:15]([NH:19][C:20]3[C:21]4[S:28][C:27]([C:29]5[CH:36]=[CH:35][C:32]([CH2:33][NH:1][CH2:2][CH2:3][N:4]6[CH2:9][CH2:8][NH:7][CH2:6][CH2:5]6)=[CH:31][CH:30]=5)=[CH:26][C:22]=4[N:23]=[CH:24][N:25]=3)=[CH:16][CH:17]=2)[CH:12]=[CH:11]1.